The task is: Predict the reactants needed to synthesize the given product.. This data is from Full USPTO retrosynthesis dataset with 1.9M reactions from patents (1976-2016). (1) Given the product [CH3:17][O:18][C:19]([C:21]1[S:22][C:23]([C:40]#[C:41][C:42]([CH3:45])([CH3:44])[CH3:43])=[CH:24][C:25]=1[N:26]([C:8]([C@H:5]1[CH2:6][CH2:7][C@H:2]([CH3:1])[CH2:3][CH2:4]1)=[O:9])[CH:27]1[CH2:32][CH2:31][N:30]([C:33]([O:35][C:36]([CH3:37])([CH3:38])[CH3:39])=[O:34])[CH2:29][CH2:28]1)=[O:20], predict the reactants needed to synthesize it. The reactants are: [CH3:1][C@H:2]1[CH2:7][CH2:6][C@H:5]([C:8](Cl)=[O:9])[CH2:4][CH2:3]1.N1C=CC=CC=1.[CH3:17][O:18][C:19]([C:21]1[S:22][C:23]([C:40]#[C:41][C:42]([CH3:45])([CH3:44])[CH3:43])=[CH:24][C:25]=1[NH:26][CH:27]1[CH2:32][CH2:31][N:30]([C:33]([O:35][C:36]([CH3:39])([CH3:38])[CH3:37])=[O:34])[CH2:29][CH2:28]1)=[O:20].CO. (2) Given the product [CH:56]([C:59]1[CH:64]=[CH:63][CH:62]=[CH:61][C:60]=1[O:65][C:20]1[CH:21]=[N:22][C:15]2[N:14]([CH3:41])[C:13](=[O:42])[N:12]([CH2:11][CH2:10][CH2:9][O:8][CH:70]3[CH2:71][CH2:43][CH2:67][CH2:68][O:69]3)[C:17](=[O:18])[C:16]=2[CH:19]=1)([CH3:58])[CH3:57], predict the reactants needed to synthesize it. The reactants are: [Si]([O:8][CH2:9][CH2:10][CH2:11][N:12]1[C:17](=[O:18])[C:16]2[C:19](C(C3C=CC(Cl)=CC=3)O)=[C:20](C3C=CC=CC=3C(C)C)[CH:21]=[N:22][C:15]=2[N:14]([CH3:41])[C:13]1=[O:42])(C(C)(C)C)(C)C.[C:43]([O-])([O-])=O.[Cs+].[Cs+].CN(C)CC(O)=O.[CH:56]([C:59]1[CH:64]=[CH:63][CH:62]=[CH:61][C:60]=1[OH:65])([CH3:58])[CH3:57].O1[CH2:71][CH2:70][O:69][CH2:68][CH2:67]1.